This data is from Full USPTO retrosynthesis dataset with 1.9M reactions from patents (1976-2016). The task is: Predict the reactants needed to synthesize the given product. (1) Given the product [I:1][C:4]1[CH:5]=[C:6]2[C:11](=[CH:12][CH:13]=1)[N:10]=[CH:9][CH:8]=[CH:7]2, predict the reactants needed to synthesize it. The reactants are: [I-:1].[Na+].Br[C:4]1[CH:5]=[C:6]2[C:11](=[CH:12][CH:13]=1)[N:10]=[CH:9][CH:8]=[CH:7]2. (2) Given the product [CH3:24][O:23][C:14]1[CH:13]=[CH:12][C:11]2[C:16](=[CH:17][CH:18]=[C:19]3[C:10]=2[CH:9]([C:25]2[CH:30]=[CH:29][C:28]([O:31][CH2:32][CH2:33][N:34]4[CH2:35][CH2:36][CH2:37][CH2:38][CH2:39]4)=[CH:27][CH:26]=2)[O:8][C:7]2[C:20]3=[CH:21][CH:22]=[C:5]([CH2:3][OH:2])[CH:6]=2)[CH:15]=1, predict the reactants needed to synthesize it. The reactants are: C[O:2][C:3]([C:5]1[CH:6]=[C:7]2[C:20](=[CH:21][CH:22]=1)[C:19]1[C:10](=[C:11]3[C:16](=[CH:17][CH:18]=1)[CH:15]=[C:14]([O:23][CH3:24])[CH:13]=[CH:12]3)[CH:9]([C:25]1[CH:30]=[CH:29][C:28]([O:31][CH2:32][CH2:33][N:34]3[CH2:39][CH2:38][CH2:37][CH2:36][CH2:35]3)=[CH:27][CH:26]=1)[O:8]2)=O.[H-].[Al+3].[Li+].[H-].[H-].[H-]. (3) The reactants are: [NH2:1][C:2]12[C:20](=[O:21])[C:19]3[C:14](=[CH:15][CH:16]=[CH:17][C:18]=3[N+:22]([O-:24])=[O:23])[C:3]1([OH:25])[O:4][C:5]1[CH:10]=[C:9]([CH:11]([CH3:13])[CH3:12])[CH:8]=[CH:7][C:6]=12.CCN=C=NCCCN(C)C.C1C=CC2N(O)N=NC=2C=1.[CH3:47][CH:48]([CH3:55])[CH2:49][C:50](=[O:54])[C:51](O)=[O:52]. Given the product [OH:21][C:20]12[C:19]3[C:14](=[CH:15][CH:16]=[CH:17][C:18]=3[N+:22]([O-:24])=[O:23])[C:3](=[O:25])[C:2]1([NH:1][C:51](=[O:52])[C:50](=[O:54])[CH2:49][CH:48]([CH3:55])[CH3:47])[C:6]1[CH:7]=[CH:8][C:9]([CH:11]([CH3:13])[CH3:12])=[CH:10][C:5]=1[O:4]2, predict the reactants needed to synthesize it. (4) Given the product [NH:7]1[C:8]2[C:4](=[CH:3][C:2]([C:54]#[N:55])=[CH:10][CH:9]=2)[CH:5]=[N:6]1, predict the reactants needed to synthesize it. The reactants are: Br[C:2]1[CH:3]=[C:4]2[C:8](=[CH:9][CH:10]=1)[NH:7][N:6]=[CH:5]2.CC1(C)C2C(=C(P(C3C=CC=CC=3)C3C=CC=CC=3)C=CC=2)OC2C(P(C3C=CC=CC=3)C3C=CC=CC=3)=CC=CC1=2.O.[CH3:54][N:55](C=O)C. (5) Given the product [Cl:59][C:57]1[N:56]=[C:55]2[N:60]([CH:63]3[CH2:68][CH2:67][CH2:66][CH2:65][O:64]3)[N:61]=[CH:62][C:54]2=[C:53]([C:28]2[CH:27]=[C:26]([NH:30][C:31](=[O:34])[CH:32]=[CH2:33])[CH:25]=[CH:24][CH:29]=2)[N:58]=1, predict the reactants needed to synthesize it. The reactants are: FC1C=C(NC2N=C3NN=CC3=C([C:24]3[CH:25]=[C:26]([NH:30][C:31](=[O:34])[CH:32]=[CH2:33])[CH:27]=[CH:28][CH:29]=3)N=2)C=CC=1N1CCOCC1.ClC1N=C(Cl)N=C2NN=CC=12.O1C=CCCC1.Cl[C:53]1[N:58]=[C:57]([Cl:59])[N:56]=[C:55]2[N:60]([CH:63]3[CH2:68][CH2:67][CH2:66][CH2:65][O:64]3)[N:61]=[CH:62][C:54]=12.C(NC1C=C(B(O)O)C=CC=1)(=O)C=C.